From a dataset of Reaction yield outcomes from USPTO patents with 853,638 reactions. Predict the reaction yield, written as a fraction of the theoretical maximum amount of product (1.0 means a 100% yield; for example, 0.34 means a 34% yield). (1) The reactants are [NH2:1][C:2]1[CH:7]=[CH:6][C:5]([N:8]2[CH2:13][CH2:12][NH:11][CH:10]([C:14]([N:16]([CH3:18])[CH3:17])=[O:15])[CH2:9]2)=[CH:4][C:3]=1[O:19][CH3:20].Cl[C:22]1[N:27]=[C:26]([C:28]2[N:32]3[CH:33]=[CH:34][CH:35]=[CH:36][C:31]3=[N:30][CH:29]=2)[C:25]([Cl:37])=[CH:24][N:23]=1.CC1(C)C2C=CC=C(P(C3C=CC=CC=3)C3C=CC=CC=3)C=2OC2C1=CC=CC=2P(C1C=CC=CC=1)C1C=CC=CC=1.N12CCCN=C1CCCCC2. The catalyst is O1CCOCC1.C1C=CC(/C=C/C(/C=C/C2C=CC=CC=2)=O)=CC=1.C1C=CC(/C=C/C(/C=C/C2C=CC=CC=2)=O)=CC=1.C1C=CC(/C=C/C(/C=C/C2C=CC=CC=2)=O)=CC=1.[Pd].[Pd]. The product is [Cl:37][C:25]1[C:26]([C:28]2[N:32]3[CH:33]=[CH:34][CH:35]=[CH:36][C:31]3=[N:30][CH:29]=2)=[N:27][C:22]([NH:1][C:2]2[CH:7]=[CH:6][C:5]([N:8]3[CH2:13][CH2:12][NH:11][CH:10]([C:14]([N:16]([CH3:17])[CH3:18])=[O:15])[CH2:9]3)=[CH:4][C:3]=2[O:19][CH3:20])=[N:23][CH:24]=1. The yield is 0.100. (2) The reactants are Br[C:2]1[CH:3]=[C:4]([NH:10][C:11]2[CH:21]=[C:14]3[CH2:15][N:16]([CH3:20])[C:17](=[O:19])[CH2:18][N:13]3[N:12]=2)[C:5](=[O:9])[N:6]([CH3:8])[CH:7]=1.[C:22]([O:25][CH2:26][C:27]1[C:28]([N:42]2[CH2:53][CH2:52][N:51]3[C:44](=[CH:45][C:46]4[CH2:47][C:48]([CH3:55])([CH3:54])[CH2:49][C:50]=43)[C:43]2=[O:56])=[N:29][CH:30]=[CH:31][C:32]=1B1OC(C)(C)C(C)(C)O1)(=[O:24])[CH3:23].[O-]P([O-])([O-])=O.[K+].[K+].[K+].C([O-])(=O)C.[Na+]. The catalyst is C1C=CC(P(C2C=CC=CC=2)[C-]2C=CC=C2)=CC=1.C1C=CC(P(C2C=CC=CC=2)[C-]2C=CC=C2)=CC=1.Cl[Pd]Cl.[Fe+2].O.C(#N)C. The product is [C:22]([O:25][CH2:26][C:27]1[C:28]([N:42]2[CH2:53][CH2:52][N:51]3[C:44](=[CH:45][C:46]4[CH2:47][C:48]([CH3:55])([CH3:54])[CH2:49][C:50]=43)[C:43]2=[O:56])=[N:29][CH:30]=[CH:31][C:32]=1[C:2]1[CH:3]=[C:4]([NH:10][C:11]2[CH:21]=[C:14]3[CH2:15][N:16]([CH3:20])[C:17](=[O:19])[CH2:18][N:13]3[N:12]=2)[C:5](=[O:9])[N:6]([CH3:8])[CH:7]=1)(=[O:24])[CH3:23]. The yield is 0.490. (3) The reactants are [CH3:1][C:2]1[C:6]([CH2:7][N:8]2[CH:12]=[C:11]([N:13]3[C:17](=[O:18])[CH2:16][NH:15][C:14]3=[O:19])[CH:10]=[N:9]2)=[C:5]([CH3:20])[O:4][N:3]=1.[OH:21][C:22]1[CH:30]=[CH:29][C:25]([CH2:26][CH2:27]Br)=[CH:24][CH:23]=1. No catalyst specified. The product is [CH3:1][C:2]1[C:6]([CH2:7][N:8]2[CH:12]=[C:11]([N:13]3[C:17](=[O:18])[CH2:16][N:15]([CH2:27][CH2:26][C:25]4[CH:29]=[CH:30][C:22]([OH:21])=[CH:23][CH:24]=4)[C:14]3=[O:19])[CH:10]=[N:9]2)=[C:5]([CH3:20])[O:4][N:3]=1. The yield is 0.310. (4) The reactants are C[O:2][C:3]([C:5]1[CH:10]=[CH:9][C:8](=[O:11])[N:7]([CH3:12])[C:6]=1[NH:13][C:14]1[CH:19]=[CH:18][C:17]([Br:20])=[CH:16][C:15]=1[F:21])=[O:4].BrC1C=CC(N)=C(F)C=1.C[Si]([N-][Si](C)(C)C)(C)C.[Li+].COC(C1C=CC(=O)N(C)C=1Cl)=O. The catalyst is C1COCC1. The product is [Br:20][C:17]1[CH:18]=[CH:19][C:14]([NH:13][C:6]2[N:7]([CH3:12])[C:8](=[O:11])[CH:9]=[CH:10][C:5]=2[C:3]([OH:4])=[O:2])=[C:15]([F:21])[CH:16]=1. The yield is 0.650. (5) The reactants are C(N[C@H](C(O)=O)CC(C)C)(=O)C.[CH2:13]([O:15][C:16]1[CH:17]=[C:18]([C@H:24]([NH2:30])[CH2:25][S:26]([CH3:29])(=[O:28])=[O:27])[CH:19]=[CH:20][C:21]=1[O:22][CH3:23])[CH3:14].[C:31]([NH:34][C:35]1[CH:45]=[CH:44][CH:43]=[C:37]2[C:38]([O:40][C:41](=O)[C:36]=12)=[O:39])(=[O:33])[CH3:32].C(O)(=O)C.C=CCl. The catalyst is CCO. The product is [CH2:13]([O:15][C:16]1[CH:17]=[C:18]([CH:24]([N:30]2[C:41](=[O:40])[C:36]3[C:37](=[CH:43][CH:44]=[CH:45][C:35]=3[NH:34][C:31](=[O:33])[CH3:32])[C:38]2=[O:39])[CH2:25][S:26]([CH3:29])(=[O:28])=[O:27])[CH:19]=[CH:20][C:21]=1[O:22][CH3:23])[CH3:14]. The yield is 0.750. (6) The reactants are [H-].[Al+3].[Li+].[H-].[H-].[H-].[F:7][C:8]1[CH:13]=[CH:12][C:11]([CH:14]2[CH2:19][C:18](=O)[NH:17][CH2:16][CH:15]2[CH2:21][O:22][C:23]2[CH:28]=[CH:27][C:26]3[O:29][CH2:30][O:31][C:25]=3[CH:24]=2)=[CH:10][CH:9]=1. The catalyst is O1CCCC1. The product is [F:7][C:8]1[CH:13]=[CH:12][C:11]([CH:14]2[CH2:19][CH2:18][NH:17][CH2:16][CH:15]2[CH2:21][O:22][C:23]2[CH:28]=[CH:27][C:26]3[O:29][CH2:30][O:31][C:25]=3[CH:24]=2)=[CH:10][CH:9]=1. The yield is 0.900. (7) The reactants are [CH3:1][O:2][C:3]1[CH:26]=[C:25]([O:27][CH3:28])[CH:24]=[CH:23][C:4]=1C(C1C2C3=C4C(=CC=2)C=CC=C4C=CC3=CC=1)=O.CCCCC(COC(CC(S([O-])(=O)=O)C(OC[CH:46]([CH2:49][CH2:50][CH2:51][CH3:52])[CH2:47][CH3:48])=O)=O)CC.[CH:57]1[CH:62]=[C:61](O)[C:60]2[C:64]([C:66]3[C:73](O)=[CH:72][CH:71]=[CH:70][C:67]=3[C:68](=[O:69])[C:59]=2[CH:58]=1)=O.[Na+]. The catalyst is ClC1C=CC=CC=1. The product is [CH3:28][O:27][C:25]1[CH:26]=[C:3]([O:2][CH3:1])[CH:4]=[CH:23][C:24]=1[C:68]([C:59]1[CH:58]=[CH:57][C:62]2[C:49]3[CH:50]=[CH:51][CH:52]=[C:47]4[C:46]=3[C:71]([C:70]3[C:61]=2[C:60]=1[CH:64]=[CH:66][CH:67]=3)=[CH:72][CH:73]=[CH:48]4)=[O:69]. The yield is 0.530. (8) The reactants are [F:1][C:2]1[CH:7]=[CH:6][C:5]([CH:8]=[CH:9][C:10]2[CH:17]=[CH:16][C:15]([F:18])=[CH:14][C:11]=2[C:12]#[N:13])=[CH:4][CH:3]=1. The catalyst is COCCOC.[Pd]. The product is [F:1][C:2]1[CH:7]=[CH:6][C:5]([CH2:8][CH2:9][C:10]2[CH:17]=[CH:16][C:15]([F:18])=[CH:14][C:11]=2[C:12]#[N:13])=[CH:4][CH:3]=1. The yield is 0.990. (9) The reactants are Cl[S:2]([N:5]=[C:6]=[O:7])(=[O:4])=[O:3].[O:8]([C:15]1[CH:21]=[CH:20][CH:19]=[CH:18][C:16]=1[NH2:17])[C:9]1[CH:14]=[CH:13][CH:12]=[CH:11][CH:10]=1.CCN(C(C)C)C(C)C.[NH2:31][C:32]1[S:33][CH:34]=[CH:35][N:36]=1. The catalyst is O1CCCC1. The product is [O:8]([C:15]1[CH:21]=[CH:20][CH:19]=[CH:18][C:16]=1[NH:17][S:2]([NH:5][C:6]([NH:31][C:32]1[S:33][CH:34]=[CH:35][N:36]=1)=[O:7])(=[O:4])=[O:3])[C:9]1[CH:10]=[CH:11][CH:12]=[CH:13][CH:14]=1. The yield is 0.660. (10) The reactants are CCCCCC.[C:7]([O:11][C:12](=[O:22])[NH:13][C:14]1[CH:19]=[CH:18][C:17]([Cl:20])=[CH:16][C:15]=1Br)([CH3:10])([CH3:9])[CH3:8].[CH:23](=[O:25])[CH3:24].[Cl-].[NH4+]. The catalyst is C1COCC1.O. The product is [C:7]([O:11][C:12](=[O:22])[NH:13][C:14]1[CH:19]=[CH:18][C:17]([Cl:20])=[CH:16][C:15]=1[CH:23]([OH:25])[CH3:24])([CH3:10])([CH3:9])[CH3:8]. The yield is 0.540.